Dataset: Forward reaction prediction with 1.9M reactions from USPTO patents (1976-2016). Task: Predict the product of the given reaction. (1) Given the reactants [C:1]([N:4]1[C:12]2[C:7](=[CH:8][C:9]([C:13](=[O:15])[CH3:14])=[CH:10][CH:11]=2)[CH2:6][C:5]1=[O:16])(=[O:3])[CH3:2].[N:17]1[CH:22]=[CH:21][N:20]=[CH:19][C:18]=1[C:23](O)=[O:24], predict the reaction product. The product is: [C:1]([N:4]1[C:12]2[C:7](=[CH:8][C:9]([C:13](=[O:15])[CH3:14])=[CH:10][CH:11]=2)[C:6](=[C:23]([C:18]2[CH:19]=[N:20][CH:21]=[CH:22][N:17]=2)[OH:24])[C:5]1=[O:16])(=[O:3])[CH3:2]. (2) Given the reactants C(OC(=O)C([N:7]([C:13]([O:15][C:16]([CH3:19])([CH3:18])[CH3:17])=[O:14])[CH:8]1[CH2:12][CH:11]=[CH:10][CH2:9]1)=O)C.[Li+].[OH-], predict the reaction product. The product is: [C:16]([O:15][C:13](=[O:14])[NH:7][CH:8]1[CH2:9][CH:10]=[CH:11][CH2:12]1)([CH3:19])([CH3:17])[CH3:18].